From a dataset of Catalyst prediction with 721,799 reactions and 888 catalyst types from USPTO. Predict which catalyst facilitates the given reaction. (1) Reactant: Cl[C:2]1[N:7]=[C:6]([N:8]2[CH2:13][CH2:12][CH:11]([C:14]([O:16][CH3:17])=[O:15])[CH2:10][CH2:9]2)[CH:5]=[CH:4][N:3]=1.[H][H]. Product: [N:3]1[CH:4]=[CH:5][C:6]([N:8]2[CH2:13][CH2:12][CH:11]([C:14]([O:16][CH3:17])=[O:15])[CH2:10][CH2:9]2)=[N:7][CH:2]=1. The catalyst class is: 19. (2) Reactant: Br[CH2:2][C:3]1[C:8]([O:9][CH3:10])=[CH:7][CH:6]=[CH:5][C:4]=1[N:11]1[C:15](=[O:16])[N:14]([CH3:17])[N:13]=[N:12]1.[F:18][C:19]1[CH:24]=[CH:23][C:22]([N:25]2[CH:29]=[CH:28][C:27]([OH:30])=[N:26]2)=[CH:21][CH:20]=1.C(=O)([O-])[O-].[K+].[K+].C(#N)C. Product: [F:18][C:19]1[CH:20]=[CH:21][C:22]([N:25]2[CH:29]=[CH:28][C:27]([O:30][CH2:2][C:3]3[C:8]([O:9][CH3:10])=[CH:7][CH:6]=[CH:5][C:4]=3[N:11]3[C:15](=[O:16])[N:14]([CH3:17])[N:13]=[N:12]3)=[N:26]2)=[CH:23][CH:24]=1. The catalyst class is: 6. (3) Reactant: [CH3:1][O:2][C:3]1[CH:10]=[CH:9][C:8]([N:11]2[C:15]([C:16]([F:19])([F:18])[F:17])=[N:14][N:13]=[N:12]2)=[CH:7][C:4]=1[CH:5]=O.Cl.Cl.[CH:22]([C@@H:35]1[N:40]2[CH2:41][CH2:42][N:43]([C:45]([O:47][CH2:48][C:49]3[CH:54]=[CH:53][CH:52]=[CH:51][CH:50]=3)=[O:46])[CH2:44][C@@H:39]2[CH2:38][NH:37][CH2:36]1)([C:29]1[CH:34]=[CH:33][CH:32]=[CH:31][CH:30]=1)[C:23]1[CH:28]=[CH:27][CH:26]=[CH:25][CH:24]=1.[Na].C(=O)([O-])O.[Na+]. Product: [CH:22]([C@@H:35]1[N:40]2[CH2:41][CH2:42][N:43]([C:45]([O:47][CH2:48][C:49]3[CH:54]=[CH:53][CH:52]=[CH:51][CH:50]=3)=[O:46])[CH2:44][C@@H:39]2[CH2:38][N:37]([CH2:5][C:4]2[CH:7]=[C:8]([N:11]3[C:15]([C:16]([F:19])([F:18])[F:17])=[N:14][N:13]=[N:12]3)[CH:9]=[CH:10][C:3]=2[O:2][CH3:1])[CH2:36]1)([C:29]1[CH:30]=[CH:31][CH:32]=[CH:33][CH:34]=1)[C:23]1[CH:28]=[CH:27][CH:26]=[CH:25][CH:24]=1. The catalyst class is: 4. (4) Product: [NH2:1][C:4]1[CH:5]=[CH:6][C:7](/[CH:10]=[CH:11]/[C:12]([C:14]2[CH:19]=[CH:18][CH:17]=[CH:16][N:15]=2)=[O:13])=[CH:8][CH:9]=1. Reactant: [N+:1]([C:4]1[CH:9]=[CH:8][C:7](/[CH:10]=[CH:11]/[C:12]([C:14]2[CH:19]=[CH:18][CH:17]=[CH:16][N:15]=2)=[O:13])=[CH:6][CH:5]=1)([O-])=O.[Cl-].[NH4+]. The catalyst class is: 190.